Dataset: Full USPTO retrosynthesis dataset with 1.9M reactions from patents (1976-2016). Task: Predict the reactants needed to synthesize the given product. (1) Given the product [Cl:21][C:14]1[C:15]([F:20])=[CH:16][CH:17]=[C:18]([F:19])[C:13]=1[CH2:12][N:8]1[CH2:9][CH2:10][NH:11][C:5]2[N:4]=[CH:3][C:2]([C:38]3[CH:39]=[CH:40][C:35]([C:33]([N:30]4[CH2:29][CH2:28][CH:27]([N:22]5[CH2:23][CH2:24][CH2:25][CH2:26]5)[CH2:32][CH2:31]4)=[O:34])=[CH:36][CH:37]=3)=[N:7][C:6]1=2, predict the reactants needed to synthesize it. The reactants are: Br[C:2]1[N:7]=[C:6]2[N:8]([CH2:12][C:13]3[C:18]([F:19])=[CH:17][CH:16]=[C:15]([F:20])[C:14]=3[Cl:21])[CH2:9][CH2:10][NH:11][C:5]2=[N:4][CH:3]=1.[N:22]1([CH:27]2[CH2:32][CH2:31][N:30]([C:33]([C:35]3[CH:40]=[CH:39][C:38](B4OC(C)(C)C(C)(C)O4)=[CH:37][CH:36]=3)=[O:34])[CH2:29][CH2:28]2)[CH2:26][CH2:25][CH2:24][CH2:23]1. (2) Given the product [C:30]([OH:42])(=[O:41])[CH2:31][C:32]([CH2:37][C:38]([OH:40])=[O:39])([C:34]([OH:36])=[O:35])[OH:33].[Cl:1][C:2]1[CH:3]=[C:4]([N:9]2[CH2:14][CH2:13][S:12]/[C:11](=[CH:15]\[C:16]3[CH:21]=[CH:20][CH:19]=[CH:18][C:17]=3[N:22]3[CH2:27][CH2:26][N:25]([CH3:28])[CH2:24][CH2:23]3)/[C:10]2=[O:29])[CH:5]=[CH:6][C:7]=1[Cl:8], predict the reactants needed to synthesize it. The reactants are: [Cl:1][C:2]1[CH:3]=[C:4]([N:9]2[CH2:14][CH2:13][S:12]/[C:11](=[CH:15]\[C:16]3[CH:21]=[CH:20][CH:19]=[CH:18][C:17]=3[N:22]3[CH2:27][CH2:26][N:25]([CH3:28])[CH2:24][CH2:23]3)/[C:10]2=[O:29])[CH:5]=[CH:6][C:7]=1[Cl:8].[C:30]([OH:42])(=[O:41])[CH2:31][C:32]([CH2:37][C:38]([OH:40])=[O:39])([C:34]([OH:36])=[O:35])[OH:33].